From a dataset of Full USPTO retrosynthesis dataset with 1.9M reactions from patents (1976-2016). Predict the reactants needed to synthesize the given product. (1) Given the product [Br:9][C:5]1[CH:6]=[C:7]([Br:8])[C:2]2[N:3]([C:11]([CH3:15])=[C:12]([CH3:13])[N:1]=2)[CH:4]=1, predict the reactants needed to synthesize it. The reactants are: [NH2:1][C:2]1[C:7]([Br:8])=[CH:6][C:5]([Br:9])=[CH:4][N:3]=1.Br[CH:11]([CH3:15])[C:12](=O)[CH3:13]. (2) The reactants are: [CH3:1][C:2]([C:4]([O:6][CH3:7])=[O:5])=[CH2:3].[CH:8]([Cl:11])([Cl:10])[Cl:9]. Given the product [CH3:3][C:2]([C:4]([O:6][CH3:7])=[O:5])=[CH2:1].[CH:8]([Cl:11])([Cl:10])[Cl:9], predict the reactants needed to synthesize it. (3) Given the product [C:55]([O:59][C:60]([N:62]1[CH2:67][CH2:66][N:65]([C:51]([C@H:48]2[CH2:47][CH2:46][C@H:45]([CH2:44][N:39]3[C:38]4[CH:54]=[C:34]([O:33][CH3:32])[CH:35]=[CH:36][C:37]=4[N:41]([CH3:42])[C:40]3=[O:43])[CH2:50][CH2:49]2)=[O:53])[CH2:64][CH2:63]1)=[O:61])([CH3:58])([CH3:56])[CH3:57], predict the reactants needed to synthesize it. The reactants are: C(N(CC)CC)C.CN(C(ON1N=NC2C=CC=NC1=2)=[N+](C)C)C.F[P-](F)(F)(F)(F)F.[CH3:32][O:33][C:34]1[CH:35]=[CH:36][C:37]2[N:41]([CH3:42])[C:40](=[O:43])[N:39]([CH2:44][C@H:45]3[CH2:50][CH2:49][C@H:48]([C:51]([OH:53])=O)[CH2:47][CH2:46]3)[C:38]=2[CH:54]=1.[C:55]([O:59][C:60]([N:62]1[CH2:67][CH2:66][NH:65][CH2:64][CH2:63]1)=[O:61])([CH3:58])([CH3:57])[CH3:56]. (4) Given the product [Cl:23][C:24]1[CH:29]=[CH:28][C:27]([S:30]([NH:1][C:2]2[CH:22]=[CH:21][C:5]3[N:6]([C:15]4[CH:16]=[CH:17][CH:18]=[CH:19][CH:20]=4)[C:7]([C:9]4[CH:14]=[CH:13][CH:12]=[CH:11][CH:10]=4)=[N:8][C:4]=3[CH:3]=2)(=[O:32])=[O:31])=[CH:26][CH:25]=1, predict the reactants needed to synthesize it. The reactants are: [NH2:1][C:2]1[CH:22]=[CH:21][C:5]2[N:6]([C:15]3[CH:20]=[CH:19][CH:18]=[CH:17][CH:16]=3)[C:7]([C:9]3[CH:14]=[CH:13][CH:12]=[CH:11][CH:10]=3)=[N:8][C:4]=2[CH:3]=1.[Cl:23][C:24]1[CH:29]=[CH:28][C:27]([S:30](Cl)(=[O:32])=[O:31])=[CH:26][CH:25]=1. (5) Given the product [Cl:19][C:20]1[CH:25]=[CH:24][C:23]([CH:26]([NH:28][C@@H:29]([C:31]2[CH:36]=[CH:35][CH:34]=[C:33]([Cl:37])[CH:32]=2)[CH3:30])[CH3:27])=[CH:22][C:21]=1[NH:38][C:7]([C:4]1[CH:3]=[C:2]([CH3:1])[O:6][N:5]=1)=[O:9], predict the reactants needed to synthesize it. The reactants are: [CH3:1][C:2]1[O:6][N:5]=[C:4]([C:7]([OH:9])=O)[CH:3]=1.C(N(C(C)C)CC)(C)C.[Cl:19][C:20]1[CH:25]=[CH:24][C:23]([CH:26]([NH:28][C@@H:29]([C:31]2[CH:36]=[CH:35][CH:34]=[C:33]([Cl:37])[CH:32]=2)[CH3:30])[CH3:27])=[CH:22][C:21]=1[NH2:38].CN(C(ON1N=NC2C=CC=NC1=2)=[N+](C)C)C.F[P-](F)(F)(F)(F)F. (6) Given the product [CH2:47]([N:54]1[CH2:59][CH2:58][O:57][CH:56]([C:60]2[CH:65]=[CH:64][C:63]([NH:70][C:69]3[C:68]([Cl:67])=[CH:74][CH:73]=[CH:72][C:71]=3[Cl:75])=[CH:62][CH:61]=2)[CH2:55]1)[C:48]1[CH:53]=[CH:52][CH:51]=[CH:50][CH:49]=1, predict the reactants needed to synthesize it. The reactants are: C1C=CC(P(C2C(C3C(P(C4C=CC=CC=4)C4C=CC=CC=4)=CC=C4C=3C=CC=C4)=C3C(C=CC=C3)=CC=2)C2C=CC=CC=2)=CC=1.[CH2:47]([N:54]1[CH2:59][CH2:58][O:57][CH:56]([C:60]2[CH:65]=[CH:64][C:63](Br)=[CH:62][CH:61]=2)[CH2:55]1)[C:48]1[CH:53]=[CH:52][CH:51]=[CH:50][CH:49]=1.[Cl:67][C:68]1[CH:74]=[CH:73][CH:72]=[C:71]([Cl:75])[C:69]=1[NH2:70].CC([O-])(C)C.[Na+]. (7) Given the product [C:30]([C:27]([C:23]1[CH:22]=[C:21]([CH:26]=[CH:25][CH:24]=1)[C:20]([NH:19][C:14]1[CH:15]=[CH:16][C:17]([CH3:18])=[C:12]([O:11][C:9]2[CH:8]=[CH:7][C:5]3[N:6]=[C:2]([NH:1][C:37](=[O:36])[CH2:38][OH:39])[S:3][C:4]=3[CH:10]=2)[CH:13]=1)=[O:32])([CH3:29])[CH3:28])#[N:31], predict the reactants needed to synthesize it. The reactants are: [NH2:1][C:2]1[S:3][C:4]2[CH:10]=[C:9]([O:11][C:12]3[CH:13]=[C:14]([NH:19][C:20](=[O:32])[C:21]4[CH:26]=[CH:25][CH:24]=[C:23]([C:27]([C:30]#[N:31])([CH3:29])[CH3:28])[CH:22]=4)[CH:15]=[CH:16][C:17]=3[CH3:18])[CH:8]=[CH:7][C:5]=2[N:6]=1.C([O:36][CH2:37][C:38](Cl)=[O:39])(=O)C.[OH-].[Na+].